Dataset: Full USPTO retrosynthesis dataset with 1.9M reactions from patents (1976-2016). Task: Predict the reactants needed to synthesize the given product. (1) Given the product [C:1]([O:5][C:6]([N:8]1[CH2:13][CH2:12][CH2:11][CH2:10][CH:9]1[C:14]1[N:16]=[N:17][NH:18][N:15]=1)=[O:7])([CH3:4])([CH3:2])[CH3:3], predict the reactants needed to synthesize it. The reactants are: [C:1]([O:5][C:6]([N:8]1[CH2:13][CH2:12][CH2:11][CH2:10][CH:9]1[C:14]#[N:15])=[O:7])([CH3:4])([CH3:3])[CH3:2].[N-:16]=[N+:17]=[N-:18].[Na+].[Cl-].[NH4+]. (2) The reactants are: Cl.[N:2]1([CH2:7][C:8]([OH:10])=O)[CH:6]=[N:5][CH:4]=[N:3]1.[F:11][C:12]1[CH:13]=[C:14]([CH:38]=[CH:39][CH:40]=1)[CH2:15][C@H:16]1[CH2:20][NH:19][C@H:18]([C:21]([NH:23][C:24]2[CH:29]=[CH:28][C:27]([O:30][C:31]3[CH:36]=[CH:35][C:34]([F:37])=[CH:33][CH:32]=3)=[CH:26][CH:25]=2)=[O:22])[CH2:17]1. Given the product [N:2]1([CH2:7][C:8]([N:19]2[CH2:20][C@H:16]([CH2:15][C:14]3[CH:38]=[CH:39][CH:40]=[C:12]([F:11])[CH:13]=3)[CH2:17][C@H:18]2[C:21]([NH:23][C:24]2[CH:29]=[CH:28][C:27]([O:30][C:31]3[CH:32]=[CH:33][C:34]([F:37])=[CH:35][CH:36]=3)=[CH:26][CH:25]=2)=[O:22])=[O:10])[CH:6]=[N:5][CH:4]=[N:3]1, predict the reactants needed to synthesize it. (3) Given the product [C:16]([NH:1][CH:2]([CH2:6][SH:7])[C:3]([OH:5])=[O:4])(=[O:18])[CH3:17], predict the reactants needed to synthesize it. The reactants are: [NH2:1][CH:2]([CH2:6][S:7]CC(C(OCC)=O)=O)[C:3]([OH:5])=[O:4].[CH2:16]([O:18]C(=O)C(O)=CSCC(N)C(O)=O)[CH3:17].